Dataset: Catalyst prediction with 721,799 reactions and 888 catalyst types from USPTO. Task: Predict which catalyst facilitates the given reaction. Reactant: [CH3:1][O:2][C:3]([C@@H:5]1[CH2:10][CH2:9][CH2:8][C@H:7]([C:11]([OH:13])=O)[CH2:6]1)=[O:4].C1C=CC2N(O)N=[N:20][C:18]=2C=1.C(Cl)CCl.C(N(CC)CC)C. Product: [CH3:18][NH:20][C:11]([CH:7]1[CH2:8][CH2:9][CH2:10][CH:5]([C:3]([O:2][CH3:1])=[O:4])[CH2:6]1)=[O:13]. The catalyst class is: 2.